Dataset: Experimentally validated miRNA-target interactions with 360,000+ pairs, plus equal number of negative samples. Task: Binary Classification. Given a miRNA mature sequence and a target amino acid sequence, predict their likelihood of interaction. (1) The miRNA is hsa-miR-6722-5p with sequence AGGCGCACCCGACCACAUGC. The protein sequence of the target gene is MESIYLQKHLGACLTQGLAEVARVRPVDPIEYLALWIYKYKENVTMEQLRQKEMAKLERERELALMEQEMMERLKAEELLLQQQQLALQLELEMQEKERQRIQELQRAQEQLGKEMRMNMENLVRNEDILHSEEATLDSGKTLAEISDRYGAPNLSRVEELDEPMFSDIALNIDQDL. Result: 0 (no interaction). (2) The miRNA is mmu-miR-455-5p with sequence UAUGUGCCUUUGGACUACAUCG. The protein sequence of the target gene is MEPWSSRWKTKRWLWDFTVTTLALTFLFQAREVRGAAPVDVLKALDFHNSPEGISKTTGFCTNRKNSKGSDTAYRVSKQAQLSAPTKQLFPGGTFPEDFSILFTVKPKKGIQSFLLSIYNEHGIQQIGVEVGRSPVFLFEDHTGKPAPEDYPLFRTVNIADGKWHRVAISVEKKTVTMIVDCKKKTTKPLDRSERAIVDTNGITVFGTRILDEEVFEGDIQQFLITGDPKAAYDYCEHYSPDCDSSAPKAAQAQEPQIDEYAPEDIIEYDYEYGEAEYKEAESVTEGPTVTEETIAQTEA.... Result: 0 (no interaction). (3) Result: 0 (no interaction). The miRNA is mmu-miR-3105-3p with sequence ACUGCUUAUGAGCUUGCACUCC. The protein sequence of the target gene is MADERKDEGKAPHWTSASLTEAAAHPHSPEMKDQGGSGEGLSRSANGFPYREEEEGAFGEHGSQGTYSDTKENGINGELTSADRETAEEVSARIVQVVTAEAVAVLKGEQEKEAQHKDQPAALPLAAEETVNLPPSPPPSPASEQTAALEEDLLTASKMEFPEQQKLPSSFAEPLDKEETEFKMQSKPGEDFEHAALVPQPDTSKTPQDKKDPQDMEGEKSPASPFAQTFGTNLEDIKQITEPSITVPSIGLSAEPLAPKDQKDWFIEMPVESKKDEWGLAAPISPGPLTPMREKDVLED.... (4) The miRNA is cel-miR-248 with sequence AUACACGUGCACGGAUAACGCUCA. The protein sequence of the target gene is MSMLFYTLITAFLIGVQAEPYTDSNVPEGDSVPEAHWTKLQHSLDTALRRARSAPAEPIAARVTGQTRNITVDPKLFKKRRLRSPRVLFSTQPPPTSSDTLDLDFQAHGTISFNRTHRSKRSSTHPVFHMGEFSVCDSVSVWVGDKTTATDIKGKEVTVLGEVNINNSVFKQYFFETKCRAPNPVESGCRGIDSKHWNSYCTTTHTFVKALTTDDKQAAWRFIRIDTACVCVLSRKAARRG. Result: 0 (no interaction). (5) The miRNA is hsa-miR-4418 with sequence CACUGCAGGACUCAGCAG. The protein sequence of the target gene is MSTEGGFGGTSSSDAQQSLQSFWPRVMEEIRNLTVKDFRVQELPLARIKKIMKLDEDVKMISAEAPVLFAKAAQIFITELTLRAWIHTEDNKRRTLQRNDIAMAITKFDQFDFLIDIVPRDELKPPKRQEEVRQSVTPAEPVQYYFTLAQQPTAVQVQGQQQGQQTTSSTTTIQPGQIIIAQPQQGQTTPVTMQVGEGQQVQIVQAQPQGQAQQAQSGTGQTMQVMQQIITNTGEIQQIPVQLNAGQLQYIRLAQPVSGTQVVQGQIQTLATNAQQGQRNASQGKPRRCLKETLQITQTE.... Result: 0 (no interaction). (6) The miRNA is hsa-miR-1289 with sequence UGGAGUCCAGGAAUCUGCAUUUU. The protein sequence of the target gene is MGIWQRLLLFGGVSLRAGGGATAPLGGSRAMVCGRQLSGAGSETLKQRRTQIMSRGLPKQKPIEGVKQVIVVASGKGGVGKSTTAVNLALALAANDSSKAIGLLDVDVYGPSVPKMMNLKGNPELSQSNLMRPLLNYGIACMSMGFLVEESEPVVWRGLMVMSAIEKLLRQVDWGQLDYLVVDMPPGTGDVQLSVSQNIPITGAVIVSTPQDIALMDAHKGAEMFRRVHVPVLGLVQNMSVFQCPKCKHKTHIFGADGARKLAQTLGLEVLGDIPLHLNIREASDTGQPIVFSQPESDEA.... Result: 1 (interaction). (7) The miRNA is mmu-miR-1927 with sequence GACCUCUGGAUGUUAGGGACUGA. The protein sequence of the target gene is MDLTVTHITHKETYKEPRDDDDDKQVVAEIMARSFIPTLITTIPWEGFHFAGHEIQITEGKDCYGAFVWPSALVLCYFLETHAKQYNMVDKNVIEIGAGTGLVSIVASLLGARVIATDLPELLGNLQYNISRNTKMKCKHLPQVKELSWGVALDRNFPRSSNNFDYILAADVVYAHPFLEELLMTFDHLCKETTIILWAMRFRLEKENKFVDKFKELFDLEEISSFPSLNIKLYKAMKKNRRSA. Result: 1 (interaction). (8) The miRNA is rno-miR-92a-3p with sequence UAUUGCACUUGUCCCGGCCUG. The protein sequence of the target gene is MASSDGKPGGVFDHHVQTAVCDSRAKYREGRRPRAVKVYTINLESQYLLIQGVPAVGAMKELVERFALYGAIEQYNALDEYPAEDFTEVYLIKFVKLQSARVAKKKMDEQSFFGGLLHVCYAPEFETVEETRKKLQERKAYITRVTKNQDCYMAKKKPVPEQKGTKDSRQGFHPPMPGFGTAALNTSPESPPENSSSCLPYSCEFPLSCFASKSTCSRGEHVDRVSDSCNSARNHGELSRHRDHSAFSPKLQMNTYKNSVPCSSVQEAIATSQAVGRFMPRTTQLQERKRRRDCDRELGT.... Result: 0 (no interaction). (9) The protein sequence of the target gene is MVDALTYDDVYVNFTQEEWALLNPSQKSLYKDVMLETYRNLNAVGYNWEDSNIEEHCESSRRHGRHERNHTGEKPYEGIQYGEAFVHHSSLQMRKIIHTGEKRYKCNQCDKAYSRHSILQIHKRTHSGEKPYECNQCGKAFTQHSHLKIHMVTHTGEKPYKCDQCGKAFAFHSTLQVHKRTHTGEKPYECNQCSKAFAHHCHLRVHKRIHTGEKPYKCDQCGKAFVGQNDLKRHERVHTGEKPYKCNECGKAFVCNASLRTHKTTHTGVKPYECKQCTKSFASHGQLQKHERIHTGEKPY.... The miRNA is mmu-miR-292a-5p with sequence ACUCAAACUGGGGGCUCUUUUG. Result: 1 (interaction). (10) The miRNA is hsa-miR-548au-5p with sequence AAAAGUAAUUGCGGUUUUUGC. The protein sequence of the target gene is MLHVEMLTLVFLVLWMCVFSQDPGSKAVADRYAVYWNSSNPRFQRGDYHIDVCINDYLDVFCPHYEDSVPEDKTERYVLYMVNFDGYSACDHTSKGFKRWECNRPHSPNGPLKFSEKFQLFTPFSLGFEFRPGREYFYISSAIPDNGRRSCLKLKVFVRPTNSCMKTIGVHDRVFDVNDKVENSLEPADDTVHESAEPSRGENAAQTPRIPSRLLAILLFLLAMLLTL. Result: 1 (interaction).